Task: Regression. Given a peptide amino acid sequence and an MHC pseudo amino acid sequence, predict their binding affinity value. This is MHC class I binding data.. Dataset: Peptide-MHC class I binding affinity with 185,985 pairs from IEDB/IMGT (1) The peptide sequence is ETALAIIRR. The MHC is HLA-A01:01 with pseudo-sequence HLA-A01:01. The binding affinity (normalized) is 0.0847. (2) The peptide sequence is WLGWGHAWV. The MHC is HLA-B46:01 with pseudo-sequence HLA-B46:01. The binding affinity (normalized) is 0.0847.